From a dataset of Full USPTO retrosynthesis dataset with 1.9M reactions from patents (1976-2016). Predict the reactants needed to synthesize the given product. (1) The reactants are: [CH2:1]1[CH:6]([C:7](O)=[O:8])[CH2:5][CH2:4][CH:3]([NH2:10])[CH2:2]1.B.C1COCC1. Given the product [CH2:1]1[CH:6]([CH2:7][OH:8])[CH2:5][CH2:4][CH:3]([NH2:10])[CH2:2]1, predict the reactants needed to synthesize it. (2) The reactants are: [CH2:1]([C@H:8]1[CH2:13][N:12]([C:14]2[CH:19]=[CH:18][C:17]([O:20][CH3:21])=[C:16]([O:22][CH:23]3[CH2:27][CH2:26][CH2:25][CH2:24]3)[CH:15]=2)[CH2:11][CH2:10][N:9]1[C:28](=[O:36])[CH2:29][CH2:30][C:31]([O:33]CC)=O)[C:2]1[CH:7]=[CH:6][CH:5]=[CH:4][CH:3]=1.[CH3:37][NH2:38].[C-]#N.[Na+]. Given the product [CH2:1]([C@H:8]1[CH2:13][N:12]([C:14]2[CH:19]=[CH:18][C:17]([O:20][CH3:21])=[C:16]([O:22][CH:23]3[CH2:27][CH2:26][CH2:25][CH2:24]3)[CH:15]=2)[CH2:11][CH2:10][N:9]1[C:28](=[O:36])[CH2:29][CH2:30][C:31]([NH:38][CH3:37])=[O:33])[C:2]1[CH:7]=[CH:6][CH:5]=[CH:4][CH:3]=1, predict the reactants needed to synthesize it. (3) The reactants are: [CH3:1][O:2][C:3](=[O:14])[CH2:4][C:5]1[CH:13]=[CH:12][C:8]([C:9](O)=[O:10])=[CH:7][N:6]=1.[CH3:15][N:16](C(ON1N=NC2C=CC=NC1=2)=[N+](C)C)[CH3:17].F[P-](F)(F)(F)(F)F.C(N(C(C)C)C(C)C)C.CNC. Given the product [CH3:15][N:16]([CH3:17])[C:9]([C:8]1[CH:12]=[CH:13][C:5]([CH2:4][C:3]([O:2][CH3:1])=[O:14])=[N:6][CH:7]=1)=[O:10], predict the reactants needed to synthesize it. (4) The reactants are: [CH2:1]([O:8][C:9]([NH:11][C:12]([CH3:26])([CH3:25])[CH2:13][C:14]([O:16][CH2:17][CH2:18][N:19]1[CH2:24][CH2:23][CH2:22][CH2:21][CH2:20]1)=[O:15])=[O:10])[C:2]1[CH:7]=[CH:6][CH:5]=[CH:4][CH:3]=1.[CH3:27][I:28]. Given the product [I-:28].[CH2:1]([O:8][C:9]([NH:11][C:12]([CH3:26])([CH3:25])[CH2:13][C:14]([O:16][CH2:17][CH2:18][N+:19]1([CH3:27])[CH2:20][CH2:21][CH2:22][CH2:23][CH2:24]1)=[O:15])=[O:10])[C:2]1[CH:3]=[CH:4][CH:5]=[CH:6][CH:7]=1, predict the reactants needed to synthesize it. (5) Given the product [C:1]([O:5][C:6]([N:8]1[CH2:13][C@@H:12]([CH3:14])[N:11]([C:17]2[CH:18]=[C:19]3[C:28](=[CH:29][CH:30]=2)[O:27][CH2:26][C:25]2[N:20]3[CH:21]([CH3:40])[C:22](=[O:39])[N:23]([CH2:31][O:32][CH2:33][CH2:34][Si:35]([CH3:37])([CH3:36])[CH3:38])[N:24]=2)[CH2:10][C@@H:9]1[CH3:15])=[O:7])([CH3:4])([CH3:2])[CH3:3], predict the reactants needed to synthesize it. The reactants are: [C:1]([O:5][C:6]([N:8]1[CH2:13][C@@H:12]([CH3:14])[NH:11][CH2:10][C@@H:9]1[CH3:15])=[O:7])([CH3:4])([CH3:3])[CH3:2].Br[C:17]1[CH:18]=[C:19]2[C:28](=[CH:29][CH:30]=1)[O:27][CH2:26][C:25]1[N:20]2[CH:21]([CH3:40])[C:22](=[O:39])[N:23]([CH2:31][O:32][CH2:33][CH2:34][Si:35]([CH3:38])([CH3:37])[CH3:36])[N:24]=1.C(O[Na])(C)(C)C. (6) Given the product [C:1]([CH:5]1[C:13]2[C:12]([OH:14])=[CH:11][CH:10]=[CH:9][C:8]=2[CH2:7][O:6]1)([CH3:4])([CH3:2])[CH3:3], predict the reactants needed to synthesize it. The reactants are: [C:1]([CH:5]1[C:13]2[C:8](=[CH:9][CH:10]=[CH:11][C:12]=2[O:14]COC)[CH2:7][O:6]1)([CH3:4])([CH3:3])[CH3:2].Cl. (7) Given the product [C:1]1([N:7]2[C:12](=[O:13])[C:11]([C:14]3[CH:15]=[CH:16][C:17]([F:20])=[CH:18][CH:19]=3)=[C:10]([C:34]3[CH:35]=[CH:36][C:31]([S:30][CH3:29])=[CH:32][CH:33]=3)[CH:9]=[N:8]2)[CH:6]=[CH:5][CH:4]=[CH:3][CH:2]=1, predict the reactants needed to synthesize it. The reactants are: [C:1]1([N:7]2[C:12](=[O:13])[C:11]([C:14]3[CH:19]=[CH:18][C:17]([F:20])=[CH:16][CH:15]=3)=[C:10](OS(C(F)(F)F)(=O)=O)[CH:9]=[N:8]2)[CH:6]=[CH:5][CH:4]=[CH:3][CH:2]=1.[CH3:29][S:30][C:31]1[CH:36]=[CH:35][C:34](B(O)O)=[CH:33][CH:32]=1.